This data is from Full USPTO retrosynthesis dataset with 1.9M reactions from patents (1976-2016). The task is: Predict the reactants needed to synthesize the given product. (1) Given the product [CH3:17][N:15]([CH2:14][C:11]1[CH:10]=[CH:9][C:8]([CH:7]=[O:6])=[CH:13][CH:12]=1)[CH3:16], predict the reactants needed to synthesize it. The reactants are: Cl.CO.C([O:6][CH:7](OCC)[C:8]1[CH:13]=[CH:12][C:11]([CH2:14][N:15]([CH3:17])[CH3:16])=[CH:10][CH:9]=1)C. (2) Given the product [CH2:1]([O:3][C:4]([C@@H:6]1[CH2:11][CH2:10][C@@H:9]([NH:12][C:13]([O:15][CH2:16][C:17]2[CH:18]=[CH:19][CH:20]=[CH:21][CH:22]=2)=[O:14])[C@H:8]([NH:23][C:24]([O:26][C:27]([CH3:28])([CH3:30])[CH3:29])=[O:25])[CH2:7]1)=[O:5])[CH3:2], predict the reactants needed to synthesize it. The reactants are: [CH2:1]([O:3][C:4]([C@H:6]1[CH2:11][CH2:10][C@@H:9]([NH:12][C:13]([O:15][CH2:16][C:17]2[CH:22]=[CH:21][CH:20]=[CH:19][CH:18]=2)=[O:14])[C@H:8]([NH:23][C:24]([O:26][C:27]([CH3:30])([CH3:29])[CH3:28])=[O:25])[CH2:7]1)=[O:5])[CH3:2].[O-]CC.[Na+].